From a dataset of Catalyst prediction with 721,799 reactions and 888 catalyst types from USPTO. Predict which catalyst facilitates the given reaction. (1) Reactant: [C:1]([C:5]1[CH:18]=[CH:17][CH:16]=[CH:15][C:6]=1[O:7][CH2:8][CH2:9][N:10]([CH3:14])[C:11](Cl)=[O:12])([CH3:4])([CH3:3])[CH3:2].CCN(C(C)C)C(C)C.[NH2:28][C:29]1[C:34]([C:35]([O:37][CH3:38])=[O:36])=[CH:33][N:32]=[CH:31][CH:30]=1. Product: [C:1]([C:5]1[CH:18]=[CH:17][CH:16]=[CH:15][C:6]=1[O:7][CH2:8][CH2:9][N:10]([CH3:14])[C:11](=[O:12])[NH:28][C:29]1[C:34]([C:35]([O:37][CH3:38])=[O:36])=[CH:33][N:32]=[CH:31][CH:30]=1)([CH3:4])([CH3:3])[CH3:2]. The catalyst class is: 20. (2) Reactant: [Cl:1][C:2]1[CH:3]=[C:4]([C:11]2[CH2:15][C:14]([C:20]3[CH:25]=[C:24]([Cl:26])[CH:23]=[C:22]([Cl:27])[CH:21]=3)([C:16]([F:19])([F:18])[F:17])[O:13][N:12]=2)[CH:5]=[CH:6][C:7]=1[CH:8](Cl)[CH3:9].[C:28]1(=[O:38])[NH:32][C:31](=[O:33])[C:30]2=[CH:34][CH:35]=[CH:36][CH:37]=[C:29]12.[K]. Product: [Cl:1][C:2]1[CH:3]=[C:4]([C:11]2[CH2:15][C:14]([C:20]3[CH:21]=[C:22]([Cl:27])[CH:23]=[C:24]([Cl:26])[CH:25]=3)([C:16]([F:19])([F:17])[F:18])[O:13][N:12]=2)[CH:5]=[CH:6][C:7]=1[CH:8]([N:32]1[C:31](=[O:33])[C:30]2=[CH:34][CH:35]=[CH:36][CH:37]=[C:29]2[C:28]1=[O:38])[CH3:9]. The catalyst class is: 42. (3) Reactant: [NH2:1][C:2]1[C:3]([CH3:11])=[C:4]([C:7]([O:9][CH3:10])=[O:8])[S:5][CH:6]=1.[CH3:12][C:13](O)=O.[O:16]1[CH2:21][CH2:20][C:19](=O)[CH2:18][CH2:17]1.[BH-](OC(C)=O)(OC(C)=O)OC(C)=O.[Na+].C(=O)C. Product: [CH2:12]([N:1]([CH:19]1[CH2:20][CH2:21][O:16][CH2:17][CH2:18]1)[C:2]1[C:3]([CH3:11])=[C:4]([C:7]([O:9][CH3:10])=[O:8])[S:5][CH:6]=1)[CH3:13]. The catalyst class is: 26. (4) Reactant: [CH:1]([C:3]1[CH:11]=[CH:10][C:6]([C:7]([OH:9])=[O:8])=[CH:5][CH:4]=1)=O.[O:12]1[CH2:17][CH2:16][N:15]([C:18]2[CH:24]=[CH:23][C:21]([NH2:22])=[CH:20][CH:19]=2)[CH2:14][CH2:13]1.C1([SiH3])C=CC=CC=1. Product: [N:15]1([C:18]2[CH:19]=[CH:20][C:21]([NH:22][CH2:1][C:3]3[CH:11]=[CH:10][C:6]([C:7]([OH:9])=[O:8])=[CH:5][CH:4]=3)=[CH:23][CH:24]=2)[CH2:14][CH2:13][O:12][CH2:17][CH2:16]1. The catalyst class is: 1. (5) Product: [CH3:3][N+:4]1([CH3:28])[C@@H:5]2[C@@H:11]3[O:12][C@@H:10]3[C@H:9]1[CH2:8][C@@H:7]([O:13][C:14]([C:16]([OH:27])([C:17]1[S:21][CH:20]=[CH:19][CH:18]=1)[C:22]1[S:26][CH:25]=[CH:24][CH:23]=1)=[O:15])[CH2:6]2.[OH2:29].[Br-:2]. Reactant: [Li+].[Br-:2].[CH3:3][N+:4]1([CH3:28])[C@@H:9]2[C@@H:10]3[O:12][C@@H:11]3[C@H:5]1[CH2:6][C@@H:7]([O:13][C:14]([C:16]([OH:27])([C:22]1[S:26][CH:25]=[CH:24][CH:23]=1)[C:17]1[S:21][CH:20]=[CH:19][CH:18]=1)=[O:15])[CH2:8]2.[O-:29]S(C(F)(F)F)(=O)=O. The catalyst class is: 23. (6) Reactant: [CH2:1]([CH:3]1[N:12]2[C:7](=[CH:8][C:9](=[O:18])[C:10]([C:13]([O:15]CC)=[O:14])=[CH:11]2)[C:6]2[CH:19]=[C:20]([O:31][CH3:32])[C:21]([O:23][CH2:24][CH:25]3[CH2:30][CH2:29][O:28][CH2:27][CH2:26]3)=[CH:22][C:5]=2[CH2:4]1)[CH3:2].O[Li].O. The catalyst class is: 24. Product: [CH2:1]([CH:3]1[N:12]2[C:7](=[CH:8][C:9](=[O:18])[C:10]([C:13]([OH:15])=[O:14])=[CH:11]2)[C:6]2[CH:19]=[C:20]([O:31][CH3:32])[C:21]([O:23][CH2:24][CH:25]3[CH2:30][CH2:29][O:28][CH2:27][CH2:26]3)=[CH:22][C:5]=2[CH2:4]1)[CH3:2].